This data is from Peptide-MHC class I binding affinity with 185,985 pairs from IEDB/IMGT. The task is: Regression. Given a peptide amino acid sequence and an MHC pseudo amino acid sequence, predict their binding affinity value. This is MHC class I binding data. (1) The peptide sequence is CEPEPDVAVL. The MHC is Patr-B2401 with pseudo-sequence Patr-B2401. The binding affinity (normalized) is 0.538. (2) The peptide sequence is PTPVNIIGRNL. The MHC is HLA-A02:02 with pseudo-sequence HLA-A02:02. The binding affinity (normalized) is 0. (3) The peptide sequence is IEYSDFATSA. The MHC is HLA-B40:02 with pseudo-sequence HLA-B40:02. The binding affinity (normalized) is 0.539. (4) The peptide sequence is SELVIGAVI. The MHC is HLA-B44:03 with pseudo-sequence HLA-B44:03. The binding affinity (normalized) is 0.440. (5) The peptide sequence is QTYMYTGQY. The MHC is SLA-20401 with pseudo-sequence SLA-20401. The binding affinity (normalized) is 0.312. (6) The peptide sequence is LEYGANYFL. The MHC is HLA-B27:05 with pseudo-sequence HLA-B27:05. The binding affinity (normalized) is 0.0847. (7) The peptide sequence is MAKQSQTPL. The MHC is HLA-B07:02 with pseudo-sequence HLA-B07:02. The binding affinity (normalized) is 0.545.